Dataset: Reaction yield outcomes from USPTO patents with 853,638 reactions. Task: Predict the reaction yield, written as a fraction of the theoretical maximum amount of product (1.0 means a 100% yield; for example, 0.34 means a 34% yield). (1) The reactants are Cl.[NH2:2][CH:3]([CH2:29][C:30]1[CH:35]=[CH:34][C:33]([F:36])=[CH:32][CH:31]=1)[C:4]([N:6]1[CH2:11][CH2:10][N:9]([CH:12]([CH2:16][C:17]2[CH:26]=[CH:25][C:24]3[C:19](=[CH:20][CH:21]=[CH:22][CH:23]=3)[CH:18]=2)[C:13]([NH2:15])=[O:14])[CH2:8][CH:7]1[CH2:27][CH3:28])=[O:5].[NH2:37][C:38]([CH3:43])([CH3:42])[C:39](O)=[O:40].ON1C2C=CC=CC=2N=N1.CN1CCOCC1. The catalyst is CN(C=O)C.O.CCOC(C)=O. The product is [NH2:37][C:38]([CH3:43])([CH3:42])[C:39]([NH:2][CH:3]([CH2:29][C:30]1[CH:35]=[CH:34][C:33]([F:36])=[CH:32][CH:31]=1)[C:4]([N:6]1[CH2:11][CH2:10][N:9]([CH:12]([CH2:16][C:17]2[CH:26]=[CH:25][C:24]3[C:19](=[CH:20][CH:21]=[CH:22][CH:23]=3)[CH:18]=2)[C:13]([NH2:15])=[O:14])[CH2:8][CH:7]1[CH2:27][CH3:28])=[O:5])=[O:40]. The yield is 0.770. (2) The reactants are [CH:1]([C:4]1[CH:9]=[CH:8][C:7]([CH:10]2[C:14]3[C:15]([CH3:22])=[C:16]([OH:21])[C:17]([CH3:20])=[C:18]([CH3:19])[C:13]=3[O:12][C:11]2([CH3:24])[CH3:23])=[CH:6][CH:5]=1)([CH3:3])[CH3:2].[CH3:25][O:26][C:27]1[CH:34]=[CH:33][C:30]([CH2:31]Cl)=[CH:29][CH:28]=1. No catalyst specified. The product is [CH:1]([C:4]1[CH:9]=[CH:8][C:7]([CH:10]2[C:14]3[C:15]([CH3:22])=[C:16]([O:21][CH2:31][C:30]4[CH:33]=[CH:34][C:27]([O:26][CH3:25])=[CH:28][CH:29]=4)[C:17]([CH3:20])=[C:18]([CH3:19])[C:13]=3[O:12][C:11]2([CH3:24])[CH3:23])=[CH:6][CH:5]=1)([CH3:3])[CH3:2]. The yield is 0.490.